From a dataset of Catalyst prediction with 721,799 reactions and 888 catalyst types from USPTO. Predict which catalyst facilitates the given reaction. Reactant: [N+:1]([C:4]1[CH:9]=[CH:8][C:7]([C:10](=[O:17])[CH2:11][C:12]([O:14]CC)=O)=[CH:6][CH:5]=1)([O-:3])=[O:2].CC1C=CC=CC=1C.[CH3:26][C:27]1[CH:33]=[CH:32][C:30]([NH2:31])=[CH:29][C:28]=1[C:34]([F:37])([F:36])[F:35]. Product: [CH3:26][C:27]1[CH:33]=[CH:32][C:30]([NH:31][C:12](=[O:14])[CH2:11][C:10]([C:7]2[CH:6]=[CH:5][C:4]([N+:1]([O-:3])=[O:2])=[CH:9][CH:8]=2)=[O:17])=[CH:29][C:28]=1[C:34]([F:35])([F:36])[F:37]. The catalyst class is: 8.